This data is from Full USPTO retrosynthesis dataset with 1.9M reactions from patents (1976-2016). The task is: Predict the reactants needed to synthesize the given product. (1) Given the product [CH2:12]([N:14]([C:30]1[CH:35]=[CH:34][C:33]([C:36]([F:38])([F:37])[F:39])=[CH:32][N:31]=1)[C:15](=[O:29])[C:16]1[CH:17]=[CH:18][C:19]([C:22]([F:23])([F:24])[F:25])=[CH:20][C:21]=1[S:45]([CH2:2][CH3:3])(=[O:49])=[O:47])[CH3:13], predict the reactants needed to synthesize it. The reactants are: Cl[C:2]1C=CC=C(C(OO)=O)[CH:3]=1.[CH2:12]([N:14]([C:30]1[CH:35]=[CH:34][C:33]([C:36]([F:39])([F:38])[F:37])=[CH:32][N:31]=1)[C:15](=[O:29])[C:16]1[CH:21]=[CH:20][C:19]([C:22]([F:25])([F:24])[F:23])=[CH:18][C:17]=1SCC)[CH3:13].C(=O)(O)[O-].[Na+].[S:45]([O-:49])([O-])(=[O:47])=S.[Na+].[Na+]. (2) Given the product [Cl:1][C:2]1[CH:7]=[CH:6][C:5]([NH:8][C:22](=[O:25])[CH2:23][CH3:24])=[CH:4][C:3]=1[C:9]1[S:10][C:11]2[CH:17]=[CH:16][C:15]([C:18]([F:19])([F:21])[F:20])=[CH:14][C:12]=2[N:13]=1, predict the reactants needed to synthesize it. The reactants are: [Cl:1][C:2]1[CH:7]=[CH:6][C:5]([NH2:8])=[CH:4][C:3]=1[C:9]1[S:10][C:11]2[CH:17]=[CH:16][C:15]([C:18]([F:21])([F:20])[F:19])=[CH:14][C:12]=2[N:13]=1.[C:22](O)(=[O:25])[CH2:23][CH3:24].Cl.CN(C)CCCN=C=NCC.